Dataset: Peptide-MHC class I binding affinity with 185,985 pairs from IEDB/IMGT. Task: Regression. Given a peptide amino acid sequence and an MHC pseudo amino acid sequence, predict their binding affinity value. This is MHC class I binding data. (1) The peptide sequence is AISRLRTQK. The MHC is HLA-A03:01 with pseudo-sequence HLA-A03:01. The binding affinity (normalized) is 0.449. (2) The peptide sequence is KINNNRIVAM. The MHC is HLA-A02:03 with pseudo-sequence HLA-A02:03. The binding affinity (normalized) is 0.337. (3) The peptide sequence is RTSKAPLER. The MHC is HLA-A32:01 with pseudo-sequence HLA-A32:01. The binding affinity (normalized) is 0. (4) The peptide sequence is VHINELFGGF. The MHC is Mamu-B17 with pseudo-sequence Mamu-B17. The binding affinity (normalized) is 0.362. (5) The peptide sequence is YCPGTTVTL. The MHC is HLA-A80:01 with pseudo-sequence HLA-A80:01. The binding affinity (normalized) is 0.0847. (6) The peptide sequence is LVQYMDDIL. The MHC is Mamu-A2601 with pseudo-sequence Mamu-A2601. The binding affinity (normalized) is 0.790. (7) The peptide sequence is RQAGVQYSRA. The MHC is HLA-A02:02 with pseudo-sequence HLA-A02:02. The binding affinity (normalized) is 0.403. (8) The peptide sequence is RPPIFIRRL. The MHC is HLA-B27:05 with pseudo-sequence HLA-B27:05. The binding affinity (normalized) is 0.0847. (9) The peptide sequence is TTFSLHYAW. The MHC is HLA-B57:01 with pseudo-sequence HLA-B57:01. The binding affinity (normalized) is 0.967.